This data is from Reaction yield outcomes from USPTO patents with 853,638 reactions. The task is: Predict the reaction yield, written as a fraction of the theoretical maximum amount of product (1.0 means a 100% yield; for example, 0.34 means a 34% yield). (1) The reactants are [CH3:1][C:2]1([CH3:14])[CH2:11][CH2:10][C:9]2[C:4](=[CH:5][CH:6]=[C:7]([OH:12])[CH:8]=2)[C:3]1=[O:13].[F:15][C:16]([F:29])([F:28])[S:17](O[S:17]([C:16]([F:29])([F:28])[F:15])(=[O:19])=[O:18])(=[O:19])=[O:18]. The catalyst is N1C=CC=CC=1. The product is [F:15][C:16]([F:29])([F:28])[S:17]([O:12][C:7]1[CH:8]=[C:9]2[C:4](=[CH:5][CH:6]=1)[C:3](=[O:13])[C:2]([CH3:14])([CH3:1])[CH2:11][CH2:10]2)(=[O:19])=[O:18]. The yield is 0.850. (2) The reactants are Cl.[NH2:2][C@H:3]([C:6]([OH:8])=[O:7])[CH2:4][SH:5].[C:9](Cl)([C:22]1[CH:27]=[CH:26][CH:25]=[CH:24][CH:23]=1)([C:16]1[CH:21]=[CH:20][CH:19]=[CH:18][CH:17]=1)[C:10]1[CH:15]=[CH:14][CH:13]=[CH:12][CH:11]=1.C([O-])(=O)C.[Na+]. The catalyst is CN(C=O)C. The product is [C:9]([S:5][CH2:4][C@@H:3]([C:6]([OH:8])=[O:7])[NH2:2])([C:10]1[CH:15]=[CH:14][CH:13]=[CH:12][CH:11]=1)([C:22]1[CH:23]=[CH:24][CH:25]=[CH:26][CH:27]=1)[C:16]1[CH:17]=[CH:18][CH:19]=[CH:20][CH:21]=1. The yield is 0.890. (3) The reactants are [CH2:1]([C@@H:8]1[CH2:12][O:11][C:10](=[O:13])[NH:9]1)[C:2]1[CH:7]=[CH:6][CH:5]=[CH:4][CH:3]=1.C([O-])([O-])=O.[K+].[K+].CN[C@@H:22]1[CH2:27][CH2:26][CH2:25][CH2:24][C@H:23]1NC.IC1C=CC=CC=1. The catalyst is [Cu]I.C1(C)C=CC=CC=1. The product is [CH2:1]([C@@H:8]1[CH2:12][O:11][C:10](=[O:13])[N:9]1[C:22]1[CH:27]=[CH:26][CH:25]=[CH:24][CH:23]=1)[C:2]1[CH:3]=[CH:4][CH:5]=[CH:6][CH:7]=1. The yield is 0.990. (4) The reactants are [CH3:1][Mg]Br.[Br:4][C:5]1[CH:10]=[CH:9][C:8]([CH2:11][OH:12])=[C:7]([Cl:13])[CH:6]=1.[Cl-].[NH4+]. The catalyst is O1CCCC1. The product is [Br:4][C:5]1[CH:10]=[CH:9][C:8]([CH:11]([OH:12])[CH3:1])=[C:7]([Cl:13])[CH:6]=1. The yield is 0.810.